Predict the product of the given reaction. From a dataset of Forward reaction prediction with 1.9M reactions from USPTO patents (1976-2016). Given the reactants [CH3:1][N:2]([CH2:13][CH:14]1[CH2:18][CH2:17][N:16]([CH3:19])[CH2:15]1)[C:3]1[O:4][C:5]2[CH:11]=[CH:10][C:9]([NH2:12])=[CH:8][C:6]=2[N:7]=1.[CH:20]1([C:26]2[CH:34]=[CH:33][C:29]([C:30](O)=[O:31])=[CH:28][CH:27]=2)[CH2:25][CH2:24][CH2:23][CH2:22][CH2:21]1.CN(C(ON1N=NC2C=CC=NC1=2)=[N+](C)C)C.F[P-](F)(F)(F)(F)F.C(Cl)Cl, predict the reaction product. The product is: [CH:20]1([C:26]2[CH:27]=[CH:28][C:29]([C:30]([NH:12][C:9]3[CH:10]=[CH:11][C:5]4[O:4][C:3]([N:2]([CH3:1])[CH2:13][CH:14]5[CH2:18][CH2:17][N:16]([CH3:19])[CH2:15]5)=[N:7][C:6]=4[CH:8]=3)=[O:31])=[CH:33][CH:34]=2)[CH2:21][CH2:22][CH2:23][CH2:24][CH2:25]1.